Dataset: Reaction yield outcomes from USPTO patents with 853,638 reactions. Task: Predict the reaction yield, written as a fraction of the theoretical maximum amount of product (1.0 means a 100% yield; for example, 0.34 means a 34% yield). (1) The reactants are [C:1]([CH2:4][CH2:5][C:6]1[C:7]([CH3:13])=[C:8]([CH:11]=O)[NH:9][CH:10]=1)([OH:3])=[O:2].[Br:14][C:15]1[CH:16]=[C:17]2[C:21](=[CH:22][CH:23]=1)[NH:20][C:19](=[O:24])[CH2:18]2.N1CCCCC1. The catalyst is C(O)C. The product is [Br:14][C:15]1[CH:16]=[C:17]2[C:21](=[CH:22][CH:23]=1)[NH:20][C:19](=[O:24])[C:18]2=[CH:11][C:8]1[NH:9][CH:10]=[C:6]([CH2:5][CH2:4][C:1]([OH:3])=[O:2])[C:7]=1[CH3:13]. The yield is 0.640. (2) The yield is 1.00. The reactants are FC(F)(F)C1C=CC(CBr)=CC=1.Br[CH2:14][C:15]1[CH:20]=[CH:19][C:18]([F:21])=[CH:17][CH:16]=1.[CH3:22][C:23]1[N:24]=[C:25]([N:33]2[CH2:38][CH2:37][CH2:36][NH:35][C:34]2=[O:39])[S:26][C:27]=1[C:28]([O:30][CH2:31][CH3:32])=[O:29]. No catalyst specified. The product is [F:21][C:18]1[CH:19]=[CH:20][C:15]([CH2:14][N:35]2[CH2:36][CH2:37][CH2:38][N:33]([C:25]3[S:26][C:27]([C:28]([O:30][CH2:31][CH3:32])=[O:29])=[C:23]([CH3:22])[N:24]=3)[C:34]2=[O:39])=[CH:16][CH:17]=1. (3) The reactants are [Cl:1][C:2]1[CH:7]=[CH:6][C:5]([CH:8]=[CH2:9])=[CH:4][CH:3]=1.[N+:10]([C:13]1[CH:18]=[CH:17][C:16]([S:19]([N:22]=C2CCCCI2C2C=CC=CC=2)(=[O:21])=[O:20])=[CH:15][CH:14]=1)([O-:12])=[O:11]. The catalyst is C(#N)C.CC#N.CC#N.CC#N.CC#N.F[P-](F)(F)(F)(F)F.[Cu+]. The product is [Cl:1][C:2]1[CH:7]=[CH:6][C:5]([CH:8]2[CH2:9][N:22]2[S:19]([C:16]2[CH:15]=[CH:14][C:13]([N+:10]([O-:12])=[O:11])=[CH:18][CH:17]=2)(=[O:21])=[O:20])=[CH:4][CH:3]=1. The yield is 0.818. (4) The product is [F:1][C:2]1[CH:3]=[CH:4][C:5]([C:10]2[CH:11]=[N:12][C:13]3[N:14]([CH:16]=[C:17]([CH2:19][O:20][C:21]4[CH:26]=[CH:25][CH:24]=[CH:23][N:22]=4)[N:18]=3)[CH:15]=2)=[C:6]([CH2:8][F:33])[CH:7]=1. The yield is 0.900. The reactants are [F:1][C:2]1[CH:3]=[CH:4][C:5]([C:10]2[CH:11]=[N:12][C:13]3[N:14]([CH:16]=[C:17]([CH2:19][O:20][C:21]4[CH:26]=[CH:25][CH:24]=[CH:23][N:22]=4)[N:18]=3)[CH:15]=2)=[C:6]([CH2:8]O)[CH:7]=1.C(N(S(F)(F)[F:33])CC)C.[Cl-].[NH4+]. The catalyst is C(Cl)Cl. (5) The reactants are [Cl-].O[NH3+:3].[C:4](=[O:7])([O-])[OH:5].[Na+].CS(C)=O.[CH:13]1([C:16]2[N:44]=[C:19]3[N:20]([CH3:43])[C:21](=[O:42])[C:22]([CH2:27][C:28]4[CH:33]=[CH:32][C:31]([C:34]5[C:35]([C:40]#[N:41])=[CH:36][CH:37]=[CH:38][CH:39]=5)=[CH:30][CH:29]=4)=[C:23]([CH2:24][CH2:25][CH3:26])[N:18]3[N:17]=2)[CH2:15][CH2:14]1. The catalyst is C(OCC)(=O)C. The product is [CH:13]1([C:16]2[N:44]=[C:19]3[N:20]([CH3:43])[C:21](=[O:42])[C:22]([CH2:27][C:28]4[CH:33]=[CH:32][C:31]([C:34]5[CH:39]=[CH:38][CH:37]=[CH:36][C:35]=5[C:40]5[NH:3][C:4](=[O:7])[O:5][N:41]=5)=[CH:30][CH:29]=4)=[C:23]([CH2:24][CH2:25][CH3:26])[N:18]3[N:17]=2)[CH2:15][CH2:14]1. The yield is 0.710. (6) The reactants are [CH3:1][O:2][C:3]1[CH:4]=[C:5]([C:12]2[CH2:17][N:16]([CH2:18][CH2:19][CH3:20])[CH2:15][CH2:14][CH:13]=2)[CH:6]=[CH:7][C:8]=1[N+:9]([O-])=O. The catalyst is C(OCC)(=O)C. The product is [CH3:1][O:2][C:3]1[CH:4]=[C:5]([CH:12]2[CH2:13][CH2:14][CH2:15][N:16]([CH2:18][CH2:19][CH3:20])[CH2:17]2)[CH:6]=[CH:7][C:8]=1[NH2:9]. The yield is 0.960. (7) The reactants are [C:1]([S:5](/[N:7]=[CH:8]/[C:9]1[N:17]2[C:12]([CH2:13][CH2:14][CH2:15][CH2:16]2)=[CH:11][C:10]=1[C:18]([O:20][CH3:21])=[O:19])=[O:6])([CH3:4])([CH3:3])[CH3:2].[BH4-].[Na+].CO. The catalyst is O. The product is [CH3:3][C:1]([CH3:4])([S:5]([NH:7][CH2:8][C:9]1[N:17]2[C:12]([CH2:13][CH2:14][CH2:15][CH2:16]2)=[CH:11][C:10]=1[C:18]([O:20][CH3:21])=[O:19])=[O:6])[CH3:2]. The yield is 0.960.